From a dataset of Full USPTO retrosynthesis dataset with 1.9M reactions from patents (1976-2016). Predict the reactants needed to synthesize the given product. (1) Given the product [C:16]1([C:22]2[N:26]3[C:27]4[C:32]([CH:33]=[CH:34][C:25]3=[N:24][N:23]=2)=[CH:31][C:30]([S:35][C:2]2[S:3][CH:4]=[CH:5][N:6]=2)=[CH:29][CH:28]=4)[CH:17]=[CH:18][CH:19]=[CH:20][CH:21]=1, predict the reactants needed to synthesize it. The reactants are: Br[C:2]1[S:3][CH:4]=[CH:5][N:6]=1.CCN(C(C)C)C(C)C.[C:16]1([C:22]2[N:26]3[C:27]4[C:32]([CH:33]=[CH:34][C:25]3=[N:24][N:23]=2)=[CH:31][C:30]([SH:35])=[CH:29][CH:28]=4)[CH:21]=[CH:20][CH:19]=[CH:18][CH:17]=1.C1(P(C2C=CC=CC=2)C2C3OC4C(=CC=CC=4P(C4C=CC=CC=4)C4C=CC=CC=4)C(C)(C)C=3C=CC=2)C=CC=CC=1. (2) Given the product [CH:13]1([C:18]([NH:22][CH:23]([CH2:29][SH:30])[C:24]([O:26][CH2:27][CH3:28])=[O:25])=[O:20])[CH2:14][CH2:15][CH2:16][CH2:17]1, predict the reactants needed to synthesize it. The reactants are: C1N=CN(C(N2C=NC=C2)=O)C=1.[CH:13]1([C:18]([OH:20])=O)[CH2:17][CH2:16][CH2:15][CH2:14]1.Cl.[NH2:22][CH:23]([CH2:29][SH:30])[C:24]([O:26][CH2:27][CH3:28])=[O:25].C(N(CC)CC)C. (3) Given the product [Si:32]([O:39][C:40]1[CH:41]=[CH:42][C:43]([CH2:46][C:47]([NH:21][C:18]2[C:17]([C:22]3[CH:31]=[CH:30][C:29]4[C:24](=[CH:25][CH:26]=[CH:27][CH:28]=4)[CH:23]=3)=[N:16][C:15]([C:12]3[CH:11]=[CH:10][C:9]([O:8][Si:1]([C:4]([CH3:7])([CH3:5])[CH3:6])([CH3:3])[CH3:2])=[CH:14][CH:13]=3)=[CH:20][N:19]=2)=[O:48])=[CH:44][CH:45]=1)([C:35]([CH3:38])([CH3:37])[CH3:36])([CH3:34])[CH3:33], predict the reactants needed to synthesize it. The reactants are: [Si:1]([O:8][C:9]1[CH:14]=[CH:13][C:12]([C:15]2[N:16]=[C:17]([C:22]3[CH:31]=[CH:30][C:29]4[C:24](=[CH:25][CH:26]=[CH:27][CH:28]=4)[CH:23]=3)[C:18]([NH2:21])=[N:19][CH:20]=2)=[CH:11][CH:10]=1)([C:4]([CH3:7])([CH3:6])[CH3:5])([CH3:3])[CH3:2].[Si:32]([O:39][C:40]1[CH:45]=[CH:44][C:43]([CH2:46][C:47](Cl)=[O:48])=[CH:42][CH:41]=1)([C:35]([CH3:38])([CH3:37])[CH3:36])([CH3:34])[CH3:33].O. (4) The reactants are: CNC1CCCCC1NC.[Cl:11][C:12]1[CH:17]=[CH:16][NH:15][C:14](=[O:18])[CH:13]=1.Br[C:20]1[CH:34]=[CH:33][C:23]([O:24][CH2:25][O:26][CH2:27][CH2:28][Si:29]([CH3:32])([CH3:31])[CH3:30])=[C:22]([O:35][CH3:36])[CH:21]=1.[O-]P([O-])([O-])=O.[K+].[K+].[K+]. Given the product [Cl:11][C:12]1[CH:17]=[CH:16][N:15]([C:20]2[CH:34]=[CH:33][C:23]([O:24][CH2:25][O:26][CH2:27][CH2:28][Si:29]([CH3:31])([CH3:30])[CH3:32])=[C:22]([O:35][CH3:36])[CH:21]=2)[C:14](=[O:18])[CH:13]=1, predict the reactants needed to synthesize it.